This data is from Reaction yield outcomes from USPTO patents with 853,638 reactions. The task is: Predict the reaction yield, written as a fraction of the theoretical maximum amount of product (1.0 means a 100% yield; for example, 0.34 means a 34% yield). (1) The reactants are [Cl:1][C:2]1[CH:9]=[CH:8][CH:7]=[C:6](F)[C:3]=1[CH:4]=[O:5].[CH:11]([N:13]1[CH2:18][CH2:17][NH:16][CH2:15][CH2:14]1)=[O:12].C(=O)([O-])[O-].[K+].[K+].CN(C=O)C. The yield is 0.700. The product is [Cl:1][C:2]1[C:3]([CH:4]=[O:5])=[C:6]([N:16]2[CH2:17][CH2:18][N:13]([CH:11]=[O:12])[CH2:14][CH2:15]2)[CH:7]=[CH:8][CH:9]=1. The catalyst is O. (2) The reactants are Cl[CH2:2][C:3]([NH:5][C:6]1[N:7]=[N:8][N:9]([CH2:11][CH:12]([F:27])[CH2:13][CH2:14][N:15]2[CH:19]=[C:18]([C:20]([O:22][C:23]([CH3:26])([CH3:25])[CH3:24])=[O:21])[N:17]=[N:16]2)[CH:10]=1)=[O:4].Cl.[F:29][CH:30]1[CH2:33][NH:32][CH2:31]1.C([O-])([O-])=O.[K+].[K+]. The catalyst is C(#N)C. The product is [F:27][CH:12]([CH2:11][N:9]1[CH:10]=[C:6]([NH:5][C:3](=[O:4])[CH2:2][N:32]2[CH2:33][CH:30]([F:29])[CH2:31]2)[N:7]=[N:8]1)[CH2:13][CH2:14][N:15]1[CH:19]=[C:18]([C:20]([O:22][C:23]([CH3:26])([CH3:25])[CH3:24])=[O:21])[N:17]=[N:16]1. The yield is 0.670.